Dataset: Full USPTO retrosynthesis dataset with 1.9M reactions from patents (1976-2016). Task: Predict the reactants needed to synthesize the given product. (1) Given the product [Br:13][C:4]1[C:5]([OH:12])=[C:6]([CH:11]=[C:2]([Cl:1])[CH:3]=1)[C:7]([O:9][CH3:10])=[O:8], predict the reactants needed to synthesize it. The reactants are: [Cl:1][C:2]1[CH:3]=[CH:4][C:5]([OH:12])=[C:6]([CH:11]=1)[C:7]([O:9][CH3:10])=[O:8].[Br:13]Br. (2) Given the product [Cl:1][C:2]1[C:7]([F:8])=[C:6]([NH2:13])[N:5]2[N:10]=[CH:11][CH:12]=[C:4]2[N:3]=1, predict the reactants needed to synthesize it. The reactants are: [Cl:1][C:2]1[C:7]([F:8])=[C:6](Cl)[N:5]2[N:10]=[CH:11][CH:12]=[C:4]2[N:3]=1.[NH4+:13].[OH-]. (3) Given the product [OH:14][C:15]1[CH:22]=[CH:21][CH:20]=[CH:19][C:16]=1[CH:17]=[C:8]1[CH2:7][CH2:6][C:5]2[C:10](=[CH:11][CH:12]=[C:3]([O:2][CH3:1])[CH:4]=2)[C:9]1=[O:13], predict the reactants needed to synthesize it. The reactants are: [CH3:1][O:2][C:3]1[CH:4]=[C:5]2[C:10](=[CH:11][CH:12]=1)[C:9](=[O:13])[CH2:8][CH2:7][CH2:6]2.[OH:14][C:15]1[CH:22]=[CH:21][CH:20]=[CH:19][C:16]=1[CH:17]=O.Cl. (4) Given the product [NH2:1][C:4]1[CH:9]=[CH:8][CH:7]=[CH:6][C:5]=1[CH2:10][C:11]([N:13]([CH3:30])[C@@H:14]([C:21]1[CH:26]=[CH:25][CH:24]=[C:23]([NH2:27])[CH:22]=1)[CH2:15][N:16]1[CH2:17][CH2:18][CH2:19][CH2:20]1)=[O:12], predict the reactants needed to synthesize it. The reactants are: [N+:1]([C:4]1[CH:9]=[CH:8][CH:7]=[CH:6][C:5]=1[CH2:10][C:11]([N:13]([CH3:30])[C@@H:14]([C:21]1[CH:26]=[CH:25][CH:24]=[C:23]([N+:27]([O-])=O)[CH:22]=1)[CH2:15][N:16]1[CH2:20][CH2:19][CH2:18][CH2:17]1)=[O:12])([O-])=O.O.NN.Cl. (5) The reactants are: Br[C:2]1[CH:8]=[CH:7][C:5]([NH2:6])=[C:4]([N+:9]([O-:11])=[O:10])[C:3]=1[O:12][CH2:13][CH:14]1[CH2:16][CH2:15]1.[CH3:17][N:18]1[CH:23]=[C:22](B2OC(C)(C)C(C)(C)O2)[C:21]2[CH:33]=[CH:34][N:35]([S:36]([C:39]3[CH:44]=[CH:43][C:42]([CH3:45])=[CH:41][CH:40]=3)(=[O:38])=[O:37])[C:20]=2[C:19]1=[O:46]. Given the product [NH2:6][C:5]1[CH:7]=[CH:8][C:2]([C:22]2[C:21]3[CH:33]=[CH:34][N:35]([S:36]([C:39]4[CH:44]=[CH:43][C:42]([CH3:45])=[CH:41][CH:40]=4)(=[O:38])=[O:37])[C:20]=3[C:19](=[O:46])[N:18]([CH3:17])[CH:23]=2)=[C:3]([O:12][CH2:13][CH:14]2[CH2:16][CH2:15]2)[C:4]=1[N+:9]([O-:11])=[O:10], predict the reactants needed to synthesize it. (6) Given the product [Cl:8][C:6]1[CH:5]=[C:4]([O:9][CH3:10])[N:3]=[C:2]([N:11]2[CH2:12][CH2:13][CH:14]([NH:17][C:18](=[O:24])[O:19][C:20]([CH3:22])([CH3:21])[CH3:23])[CH2:15][CH2:16]2)[N:7]=1, predict the reactants needed to synthesize it. The reactants are: Cl[C:2]1[N:7]=[C:6]([Cl:8])[CH:5]=[C:4]([O:9][CH3:10])[N:3]=1.[NH:11]1[CH2:16][CH2:15][CH:14]([NH:17][C:18](=[O:24])[O:19][C:20]([CH3:23])([CH3:22])[CH3:21])[CH2:13][CH2:12]1.C([O-])([O-])=O.[K+].[K+].